This data is from Peptide-MHC class II binding affinity with 134,281 pairs from IEDB. The task is: Regression. Given a peptide amino acid sequence and an MHC pseudo amino acid sequence, predict their binding affinity value. This is MHC class II binding data. (1) The peptide sequence is EGRRAKLRSAGEVEI. The MHC is HLA-DQA10501-DQB10301 with pseudo-sequence HLA-DQA10501-DQB10301. The binding affinity (normalized) is 0.170. (2) The peptide sequence is EVIPTAFSIGKTYKP. The MHC is HLA-DPA10103-DPB10201 with pseudo-sequence HLA-DPA10103-DPB10201. The binding affinity (normalized) is 0.332. (3) The peptide sequence is LNDSGETVKCRAPGG. The MHC is DRB3_0101 with pseudo-sequence DRB3_0101. The binding affinity (normalized) is 0.